This data is from Full USPTO retrosynthesis dataset with 1.9M reactions from patents (1976-2016). The task is: Predict the reactants needed to synthesize the given product. (1) Given the product [CH2:44]([O:43][C:41](=[O:42])[CH2:40][C:37]1[CH:38]=[CH:39][C:34]([C:20]2[CH:21]=[CH:22][C:17]([C:16]3[N:15]=[N:14][N:13]([CH3:24])[C:12]=3[NH:11][C:10]([O:9][C@@H:7]([C:1]3[CH:6]=[CH:5][CH:4]=[CH:3][CH:2]=3)[CH3:8])=[O:25])=[CH:18][CH:19]=2)=[CH:35][CH:36]=1)[CH3:45], predict the reactants needed to synthesize it. The reactants are: [C:1]1([C@H:7]([O:9][C:10](=[O:25])[NH:11][C:12]2[N:13]([CH3:24])[N:14]=[N:15][C:16]=2[C:17]2[CH:22]=[CH:21][C:20](Br)=[CH:19][CH:18]=2)[CH3:8])[CH:6]=[CH:5][CH:4]=[CH:3][CH:2]=1.CC1(C)C(C)(C)OB([C:34]2[CH:39]=[CH:38][C:37]([CH2:40][C:41]([O:43][CH2:44][CH3:45])=[O:42])=[CH:36][CH:35]=2)O1.CC(C1C=C(C(C)C)C(C2C=CC=CC=2P(C2CCCCC2)C2CCCCC2)=C(C(C)C)C=1)C.P([O-])([O-])([O-])=O.[K+].[K+].[K+]. (2) The reactants are: C(OC([N:11]1[C@H:15]([C:16]([N:18]2[CH2:23][CH2:22][N:21]([C:24]3[CH:29]=[C:28]([CH3:30])[CH:27]=[CH:26][C:25]=3[CH3:31])[CH2:20][CH2:19]2)=[O:17])[CH2:14][N:13]([S:32]([C:35]2[CH:40]=[CH:39][CH:38]=[CH:37][CH:36]=2)(=[O:34])=[O:33])[C:12]1=[O:41])=O)C1C=CC=CC=1. Given the product [C:35]1([S:32]([N:13]2[CH2:14][C@@H:15]([C:16]([N:18]3[CH2:19][CH2:20][N:21]([C:24]4[CH:29]=[C:28]([CH3:30])[CH:27]=[CH:26][C:25]=4[CH3:31])[CH2:22][CH2:23]3)=[O:17])[NH:11][C:12]2=[O:41])(=[O:34])=[O:33])[CH:40]=[CH:39][CH:38]=[CH:37][CH:36]=1, predict the reactants needed to synthesize it. (3) Given the product [CH2:1]([NH:8][C:9]([N:23]1[CH2:24][CH2:25][C:20]2[C:19](=[O:26])[O:18][C:17]([CH2:27][CH:28]([CH3:29])[CH3:30])([C:11]3[CH:16]=[CH:15][CH:14]=[CH:13][CH:12]=3)[C:21]=2[CH2:22]1)=[O:10])[C:2]1[CH:7]=[CH:6][CH:5]=[CH:4][CH:3]=1, predict the reactants needed to synthesize it. The reactants are: [CH2:1]([N:8]=[C:9]=[O:10])[C:2]1[CH:7]=[CH:6][CH:5]=[CH:4][CH:3]=1.[C:11]1([C:17]2([CH2:27][CH:28]([CH3:30])[CH3:29])[C:21]3[CH2:22][NH:23][CH2:24][CH2:25][C:20]=3[C:19](=[O:26])[O:18]2)[CH:16]=[CH:15][CH:14]=[CH:13][CH:12]=1. (4) The reactants are: Br[C:2]1[CH:7]=[C:6]([C:8]2([O:26][C@H:25]([CH2:27][O:28][C:29](=[O:31])[CH3:30])[C@@H:20]([O:21][C:22](=[O:24])[CH3:23])[C@H:15]([O:16][C:17](=[O:19])[CH3:18])[C@H:10]2[O:11][C:12](=[O:14])[CH3:13])[OH:9])[CH:5]=[C:4]([CH2:32][C:33]2[CH:38]=[CH:37][C:36]([CH2:39][CH3:40])=[CH:35][CH:34]=2)[C:3]=1[CH3:41].P([O-])([O-])([O-])=O.[K+].[K+].[K+].[CH:50]1(B(O)O)[CH2:52][CH2:51]1.C1(C)C=CC=CC=1. Given the product [CH:50]1([C:2]2[CH:7]=[C:6]([C:8]3([O:26][C@H:25]([CH2:27][O:28][C:29](=[O:31])[CH3:30])[C@@H:20]([O:21][C:22](=[O:24])[CH3:23])[C@H:15]([O:16][C:17](=[O:19])[CH3:18])[C@H:10]3[O:11][C:12](=[O:14])[CH3:13])[OH:9])[CH:5]=[C:4]([CH2:32][C:33]3[CH:34]=[CH:35][C:36]([CH2:39][CH3:40])=[CH:37][CH:38]=3)[C:3]=2[CH3:41])[CH2:52][CH2:51]1, predict the reactants needed to synthesize it. (5) The reactants are: [CH2:1]([C:5]1[O:6][C:7]2[CH:13]=[CH:12][CH:11]=[CH:10][C:8]=2[CH:9]=1)[CH2:2][CH2:3][CH3:4].N#N.[CH3:16][O:17][C:18]1[CH:26]=[CH:25][C:21]([C:22](Cl)=[O:23])=[CH:20][CH:19]=1.[Sn](Cl)(Cl)(Cl)Cl. Given the product [CH2:1]([C:5]1[O:6][C:7]2[CH:13]=[CH:12][CH:11]=[CH:10][C:8]=2[C:9]=1[C:22]([C:21]1[CH:25]=[CH:26][C:18]([O:17][CH3:16])=[CH:19][CH:20]=1)=[O:23])[CH2:2][CH2:3][CH3:4], predict the reactants needed to synthesize it. (6) Given the product [S:1]1[C:5]2[CH:6]=[CH:7][C:8]([CH2:10][OH:11])=[CH:9][C:4]=2[CH2:3][CH2:2]1, predict the reactants needed to synthesize it. The reactants are: [S:1]1[C:5]2[CH:6]=[CH:7][C:8]([CH:10]=[O:11])=[CH:9][C:4]=2[CH2:3][CH2:2]1.S1C2C(C=O)=CC=CC=2CC1.[BH4-].[Na+].Cl. (7) Given the product [F:15][C:16]([F:24])([F:25])[C:17]1[CH:18]=[CH:19][C:20]([NH:21][S:2]([C:5]2[CH:6]=[C:7]3[C:11](=[CH:12][CH:13]=2)[NH:10][C:9](=[O:14])[CH2:8]3)(=[O:4])=[O:3])=[CH:22][CH:23]=1, predict the reactants needed to synthesize it. The reactants are: Cl[S:2]([C:5]1[CH:6]=[C:7]2[C:11](=[CH:12][CH:13]=1)[NH:10][C:9](=[O:14])[CH2:8]2)(=[O:4])=[O:3].[F:15][C:16]([F:25])([F:24])[C:17]1[CH:23]=[CH:22][C:20]([NH2:21])=[CH:19][CH:18]=1.C1C(N)=CC=C(S(C2C=CC(N)=CN=2)(=O)=O)C=1.